This data is from Forward reaction prediction with 1.9M reactions from USPTO patents (1976-2016). The task is: Predict the product of the given reaction. Given the reactants [N:1]1[NH:2][N:3]=[CH:4][CH:5]=1.N#N.Br[C:9]1[C:10]([C:16]#[N:17])=[N:11][CH:12]=[CH:13][C:14]=1[CH3:15].CN[C@@H]1CCCC[C@H]1NC.C([O-])([O-])=O.[Cs+].[Cs+], predict the reaction product. The product is: [CH3:15][C:14]1[CH:13]=[CH:12][N:11]=[C:10]([C:16]#[N:17])[C:9]=1[N:2]1[N:3]=[CH:4][CH:5]=[N:1]1.